Task: Predict which catalyst facilitates the given reaction.. Dataset: Catalyst prediction with 721,799 reactions and 888 catalyst types from USPTO (1) Reactant: [F:1][C:2]([CH3:29])([CH3:28])[CH2:3][N:4]1[CH2:9][CH2:8][CH:7]([CH2:10][O:11][C:12]2[CH:13]=[CH:14][C:15]([C:18]3[CH:27]=[CH:26][C:21]([C:22]([O:24]C)=[O:23])=[CH:20][CH:19]=3)=[N:16][CH:17]=2)[CH2:6][CH2:5]1.CO.O.O[Li].O. Product: [F:1][C:2]([CH3:29])([CH3:28])[CH2:3][N:4]1[CH2:9][CH2:8][CH:7]([CH2:10][O:11][C:12]2[CH:13]=[CH:14][C:15]([C:18]3[CH:19]=[CH:20][C:21]([C:22]([OH:24])=[O:23])=[CH:26][CH:27]=3)=[N:16][CH:17]=2)[CH2:6][CH2:5]1. The catalyst class is: 1. (2) Reactant: [C:1]([N:4]1[C:13]2[C:8](=[CH:9][C:10]([C:14]3[CH:22]=[CH:21][C:17]([C:18]([OH:20])=[O:19])=[CH:16][CH:15]=3)=[CH:11][CH:12]=2)[C@H:7]([NH2:23])[C@@H:6]([CH3:24])[C@@H:5]1[CH:25]1[CH2:27][CH2:26]1)(=[O:3])[CH3:2].Br[C:29]1[CH:34]=[CH:33][CH:32]=[CH:31][CH:30]=1.CN(C1C(C2C(P(C3CCCCC3)C3CCCCC3)=CC=CC=2)=CC=CC=1)C.CC(C)([O-])C.[Na+]. Product: [C:1]([N:4]1[C:13]2[C:8](=[CH:9][C:10]([C:14]3[CH:22]=[CH:21][C:17]([C:18]([OH:20])=[O:19])=[CH:16][CH:15]=3)=[CH:11][CH:12]=2)[C@H:7]([NH:23][C:29]2[CH:34]=[CH:33][CH:32]=[CH:31][CH:30]=2)[C@@H:6]([CH3:24])[C@@H:5]1[CH:25]1[CH2:26][CH2:27]1)(=[O:3])[CH3:2]. The catalyst class is: 62. (3) Reactant: [CH3:1][O:2][C:3]1[CH:10]=[CH:9][C:8]([F:11])=[CH:7][C:4]=1[CH:5]=[O:6].[BH4-].[Na+]. Product: [F:11][C:8]1[CH:9]=[CH:10][C:3]([O:2][CH3:1])=[C:4]([CH2:5][OH:6])[CH:7]=1. The catalyst class is: 5. (4) Reactant: [C:1]([O:5][C:6]([NH:8][C@H:9]([C:23]([O:25][CH3:26])=[O:24])[CH2:10][C:11]1[CH:16]=[CH:15][C:14]([C:17]2[CH2:18][CH2:19][O:20][CH2:21][CH:22]=2)=[CH:13][CH:12]=1)=[O:7])([CH3:4])([CH3:3])[CH3:2]. Product: [C:1]([O:5][C:6]([NH:8][C@H:9]([C:23]([O:25][CH3:26])=[O:24])[CH2:10][C:11]1[CH:16]=[CH:15][C:14]([CH:17]2[CH2:18][CH2:19][O:20][CH2:21][CH2:22]2)=[CH:13][CH:12]=1)=[O:7])([CH3:3])([CH3:4])[CH3:2]. The catalyst class is: 29. (5) Reactant: [CH2:1]=[C:2]([C:4]1[CH:9]=[CH:8][N:7]=[CH:6][CH:5]=1)[CH3:3]. Product: [CH:2]([C:4]1[CH:9]=[CH:8][N:7]=[CH:6][CH:5]=1)([CH3:3])[CH3:1]. The catalyst class is: 105. (6) Reactant: [Si:1]([O:18][CH2:19][C:20]1[CH:21]=[C:22]([CH:25]=[O:26])[S:23][CH:24]=1)([C:14]([CH3:17])([CH3:16])[CH3:15])([C:8]1[CH:13]=[CH:12][CH:11]=[CH:10][CH:9]=1)[C:2]1[CH:7]=[CH:6][CH:5]=[CH:4][CH:3]=1.[BH4-].[Na+]. Product: [Si:1]([O:18][CH2:19][C:20]1[CH:21]=[C:22]([CH2:25][OH:26])[S:23][CH:24]=1)([C:14]([CH3:15])([CH3:16])[CH3:17])([C:8]1[CH:13]=[CH:12][CH:11]=[CH:10][CH:9]=1)[C:2]1[CH:7]=[CH:6][CH:5]=[CH:4][CH:3]=1. The catalyst class is: 5. (7) Reactant: [O:1]([C:8]1[C:13]([C:14]([F:17])([F:16])[F:15])=[CH:12][CH:11]=[CH:10][C:9]=1[O:18]C)[C:2]1[CH:7]=[CH:6][CH:5]=[CH:4][CH:3]=1.B(Br)(Br)Br. Product: [O:1]([C:8]1[C:13]([C:14]([F:15])([F:16])[F:17])=[CH:12][CH:11]=[CH:10][C:9]=1[OH:18])[C:2]1[CH:7]=[CH:6][CH:5]=[CH:4][CH:3]=1. The catalyst class is: 2. (8) Reactant: [N:1]1[CH:2]=[CH:3][N:4]2[CH:9]=[C:8]([C:10]#[N:11])[CH:7]=[CH:6][C:5]=12.[CH2:12]([N:19]([CH3:27])[C:20]1[CH:25]=[CH:24][N:23]=[C:22](Cl)[N:21]=1)[C:13]1[CH:18]=[CH:17][CH:16]=[CH:15][CH:14]=1.C([O-])(=O)C.[K+]. Product: [CH2:12]([N:19]([CH3:27])[C:20]1[CH:25]=[CH:24][N:23]=[C:22]([C:3]2[N:4]3[CH:9]=[C:8]([C:10]#[N:11])[CH:7]=[CH:6][C:5]3=[N:1][CH:2]=2)[N:21]=1)[C:13]1[CH:14]=[CH:15][CH:16]=[CH:17][CH:18]=1. The catalyst class is: 110. (9) Reactant: [NH2:1][C:2]1[CH:3]=[C:4]([NH:8][C:9](=[O:25])[C:10](=[O:24])[N:11]2[CH2:16][CH2:15][CH:14]([CH2:17][C:18]3[CH:23]=[CH:22][CH:21]=[CH:20][CH:19]=3)[CH2:13][CH2:12]2)[CH:5]=[CH:6][CH:7]=1.[CH:26](=O)[C:27]1[CH:32]=[CH:31][CH:30]=[CH:29][CH:28]=1.C(O)(=O)C.[Cl:38]C(Cl)C.C(O[BH-](OC(=O)C)OC(=O)C)(=O)C.[Na+]. Product: [ClH:38].[CH2:26]([NH:1][C:2]1[CH:3]=[C:4]([NH:8][C:9](=[O:25])[C:10]([N:11]2[CH2:12][CH2:13][CH:14]([CH2:17][C:18]3[CH:23]=[CH:22][CH:21]=[CH:20][CH:19]=3)[CH2:15][CH2:16]2)=[O:24])[CH:5]=[CH:6][CH:7]=1)[C:27]1[CH:32]=[CH:31][CH:30]=[CH:29][CH:28]=1. The catalyst class is: 662.